From a dataset of Forward reaction prediction with 1.9M reactions from USPTO patents (1976-2016). Predict the product of the given reaction. Given the reactants [NH2:1][C:2]1[CH:3]=[C:4]([CH:8]=[C:9]([C:11]2[N:15]3[CH:16]=[CH:17][C:18]([C:20]4[CH:25]=[CH:24][CH:23]=[C:22]([CH2:26][N:27]5[CH2:32][CH2:31][O:30][CH2:29][CH2:28]5)[CH:21]=4)=[CH:19][C:14]3=[N:13][CH:12]=2)[CH:10]=1)[C:5]([NH2:7])=[O:6].[CH3:33][C:34](O)=[O:35].ON1C2C=CC=CC=2N=N1.Cl.CN(C)CCCN=C=NCC, predict the reaction product. The product is: [C:34]([NH:1][C:2]1[CH:3]=[C:4]([CH:8]=[C:9]([C:11]2[N:15]3[CH:16]=[CH:17][C:18]([C:20]4[CH:25]=[CH:24][CH:23]=[C:22]([CH2:26][N:27]5[CH2:28][CH2:29][O:30][CH2:31][CH2:32]5)[CH:21]=4)=[CH:19][C:14]3=[N:13][CH:12]=2)[CH:10]=1)[C:5]([NH2:7])=[O:6])(=[O:35])[CH3:33].